Dataset: Catalyst prediction with 721,799 reactions and 888 catalyst types from USPTO. Task: Predict which catalyst facilitates the given reaction. (1) Reactant: Br.Br[CH2:3][C:4]([C:6]1[CH:11]=[CH:10][N:9]=[CH:8][CH:7]=1)=O.[OH:12][C:13]1[CH:18]=[CH:17][CH:16]=[CH:15][C:14]=1[NH:19][C:20]([NH2:22])=[S:21].N. Product: [N:9]1[CH:10]=[CH:11][C:6]([C:4]2[N:22]=[C:20]([NH:19][C:14]3[CH:15]=[CH:16][CH:17]=[CH:18][C:13]=3[OH:12])[S:21][CH:3]=2)=[CH:7][CH:8]=1. The catalyst class is: 88. (2) Reactant: [NH:1]1[CH2:4][CH:3]([CH:5]([C:14]2[CH:19]=[CH:18][CH:17]=[CH:16][CH:15]=2)[N:6]2[CH:10]=[C:9]([N+:11]([O-:13])=[O:12])[CH:8]=[N:7]2)[CH2:2]1.C(N(CC)C(C)C)(C)C.[C:29](Cl)(=[O:31])[CH3:30]. Product: [N+:11]([C:9]1[CH:8]=[N:7][N:6]([CH:5]([C:14]2[CH:19]=[CH:18][CH:17]=[CH:16][CH:15]=2)[CH:3]2[CH2:2][N:1]([C:29](=[O:31])[CH3:30])[CH2:4]2)[CH:10]=1)([O-:13])=[O:12]. The catalyst class is: 4.